This data is from Reaction yield outcomes from USPTO patents with 853,638 reactions. The task is: Predict the reaction yield, written as a fraction of the theoretical maximum amount of product (1.0 means a 100% yield; for example, 0.34 means a 34% yield). (1) The reactants are [NH2:1][C:2]1[CH:11]=[CH:10][C:5]2[NH:6][C:7](=[O:9])[O:8][C:4]=2[CH:3]=1.FC(F)(F)C(O)=O.[N+:19]([O-])([O-:21])=[O:20].[Na+]. No catalyst specified. The product is [NH2:1][C:2]1[C:11]([N+:19]([O-:21])=[O:20])=[CH:10][C:5]2[NH:6][C:7](=[O:9])[O:8][C:4]=2[CH:3]=1. The yield is 0.960. (2) The reactants are [OH:1][CH2:2][CH2:3][CH2:4][C:5]1([OH:10])[CH2:9][CH2:8][CH2:7][CH2:6]1.[CH:11]12[CH:20]3[CH2:21][CH:17]([CH:18]=[CH:19]3)[CH:16]1[CH:15]1[CH2:22][CH:12]2[CH:13]([C:23](OC)=[O:24])[CH2:14]1. No catalyst specified. The product is [CH:11]12[CH:20]3[CH2:21][CH:17]([CH:18]=[CH:19]3)[CH:16]1[CH:15]1[CH2:22][CH:12]2[CH:13]([C:23]([O:1][CH2:2][CH2:3][CH2:4][C:5]2([OH:10])[CH2:9][CH2:8][CH2:7][CH2:6]2)=[O:24])[CH2:14]1. The yield is 0.880. (3) The reactants are [CH3:1][S:2]([O:5][C:6]1[CH:11]=[CH:10][C:9]([C:12]2([C:22]3[CH:27]=[CH:26][CH:25]=[C:24]([Br:28])[CH:23]=3)[C:16]3=[N:17][CH2:18][CH2:19][CH2:20][N:15]3[C:14](=S)[NH:13]2)=[CH:8][CH:7]=1)(=[O:4])=[O:3].[OH-].[NH4+:30].C(OO)(C)(C)C. The catalyst is CO. The product is [CH3:1][S:2]([O:5][C:6]1[CH:7]=[CH:8][C:9]([C:12]2([C:22]3[CH:27]=[CH:26][CH:25]=[C:24]([Br:28])[CH:23]=3)[C:16]3=[N:17][CH2:18][CH2:19][CH2:20][N:15]3[C:14]([NH2:30])=[N:13]2)=[CH:10][CH:11]=1)(=[O:4])=[O:3]. The yield is 0.900. (4) The yield is 0.340. No catalyst specified. The product is [Cl:31][C:30]1[C:21]([NH:20][C:18]2[C:17]([Cl:32])=[CH:16][N:15]=[C:14]([NH:13][C:4]3[CH:5]=[CH:6][C:7]4[CH2:8][CH:9]5[N:12]([CH2:34][CH2:35][O:36][CH3:37])[CH:1]([CH2:11][CH2:10]5)[C:2]=4[CH:3]=3)[N:19]=2)=[C:22]([CH:27]=[CH:28][CH:29]=1)[C:23]([NH:25][CH3:26])=[O:24]. The reactants are [CH:1]12[NH:12][CH:9]([CH2:10][CH2:11]1)[CH2:8][C:7]1[CH:6]=[CH:5][C:4]([NH:13][C:14]3[N:19]=[C:18]([NH:20][C:21]4[C:30]([Cl:31])=[CH:29][CH:28]=[CH:27][C:22]=4[C:23]([NH:25][CH3:26])=[O:24])[C:17]([Cl:32])=[CH:16][N:15]=3)=[CH:3][C:2]2=1.Br[CH2:34][CH2:35][O:36][CH3:37].